This data is from Catalyst prediction with 721,799 reactions and 888 catalyst types from USPTO. The task is: Predict which catalyst facilitates the given reaction. (1) Product: [Cl:31][CH:7]([CH:1]1[CH2:6][CH2:5][CH2:4][CH2:3][CH2:2]1)[C:9]1[CH:13]=[C:12]([C:14]2[CH:19]=[CH:18][C:17]([C:20]([F:23])([F:22])[F:21])=[CH:16][CH:15]=2)[O:11][C:10]=1[CH2:24][O:25][CH2:26][CH3:27]. Reactant: [CH:1]1([CH:7]([C:9]2[CH:13]=[C:12]([C:14]3[CH:19]=[CH:18][C:17]([C:20]([F:23])([F:22])[F:21])=[CH:16][CH:15]=3)[O:11][C:10]=2[CH2:24][O:25][CH2:26][CH3:27])O)[CH2:6][CH2:5][CH2:4][CH2:3][CH2:2]1.C(Cl)(=O)C([Cl:31])=O.C(N(CC)CC)C.O. The catalyst class is: 7. (2) Reactant: [CH2:1]([O:8][C:9]1[CH:18]=[C:17]2[C:12]([C:13]([Cl:19])=[N:14][CH:15]=[N:16]2)=[CH:11][C:10]=1[O:20][CH3:21])[C:2]1[CH:7]=[CH:6][CH:5]=[CH:4][CH:3]=1.[NH2:22][C:23]1[CH:24]=[C:25]2[C:29](=[CH:30][CH:31]=1)[NH:28][CH:27]=[CH:26]2.Cl. Product: [ClH:19].[CH2:1]([O:8][C:9]1[CH:18]=[C:17]2[C:12]([C:13]([NH:22][C:23]3[CH:24]=[C:25]4[C:29](=[CH:30][CH:31]=3)[NH:28][CH:27]=[CH:26]4)=[N:14][CH:15]=[N:16]2)=[CH:11][C:10]=1[O:20][CH3:21])[C:2]1[CH:7]=[CH:6][CH:5]=[CH:4][CH:3]=1. The catalyst class is: 32. (3) Reactant: [CH3:1][O:2][C:3]1[CH:8]=[CH:7][C:6]([N:9]([CH3:32])[C:10]2[C:19]3[C:14](=[CH:15][CH:16]=[CH:17][CH:18]=3)[N:13]=[C:12]([CH2:20][N:21]3C(=O)C4[C:23](=CC=CC=4)[C:22]3=[O:31])[N:11]=2)=[CH:5][CH:4]=1.Cl.ClCC1N=C(N(C2C=CC(OC)=CC=2)C)C2C(=CC=CC=2)N=1.C([O-])([O-])=O.[K+].[K+].C1(=O)NC(=O)C2=CC=CC=C12.[K]. Product: [CH3:1][O:2][C:3]1[CH:4]=[CH:5][C:6]([N:9]([CH3:32])[C:10]2[C:19]3[C:14](=[CH:15][CH:16]=[CH:17][CH:18]=3)[N:13]=[C:12]([CH2:20][NH:21][C:22](=[O:31])[CH3:23])[N:11]=2)=[CH:7][CH:8]=1. The catalyst class is: 31.